This data is from Forward reaction prediction with 1.9M reactions from USPTO patents (1976-2016). The task is: Predict the product of the given reaction. Given the reactants [C:1]([C:9]1[CH:25]=[CH:24][C:12]2[N:13]=[C:14]([C:16]3[CH:17]=[C:18]([C:21](O)=[O:22])[NH:19][CH:20]=3)[NH:15][C:11]=2[CH:10]=1)(=[O:8])[C:2]1[CH:7]=[CH:6][CH:5]=[CH:4][CH:3]=1.[NH:26]1[CH2:30][CH2:29][CH2:28][CH2:27]1.Cl.C(N=C=NCCCN(C)C)C.O.ON1C2C=CC=CC=2N=N1, predict the reaction product. The product is: [C:1]([C:9]1[CH:25]=[CH:24][C:12]2[N:13]=[C:14]([C:16]3[CH:17]=[C:18]([C:21]([N:26]4[CH2:30][CH2:29][CH2:28][CH2:27]4)=[O:22])[NH:19][CH:20]=3)[NH:15][C:11]=2[CH:10]=1)(=[O:8])[C:2]1[CH:3]=[CH:4][CH:5]=[CH:6][CH:7]=1.